This data is from Full USPTO retrosynthesis dataset with 1.9M reactions from patents (1976-2016). The task is: Predict the reactants needed to synthesize the given product. (1) Given the product [CH3:3][O:8][CH2:9][C@H:10]([N:12]1[C:20](=[O:21])[C:19]2[C:14](=[CH:15][CH:16]=[CH:17][CH:18]=2)[C:13]1=[O:22])[CH3:11], predict the reactants needed to synthesize it. The reactants are: [H-].[Na+].[CH3:3]N(C=O)C.[OH:8][CH2:9][C@H:10]([N:12]1[C:20](=[O:21])[C:19]2[C:14](=[CH:15][CH:16]=[CH:17][CH:18]=2)[C:13]1=[O:22])[CH3:11].IC. (2) Given the product [F:14][C:15]1[CH:21]=[C:20]([I:22])[CH:19]=[CH:18][C:16]=1[NH:17][C:2](=[S:3])[NH:1][C:4]1[CH:5]=[CH:6][C:7]([S:10]([NH2:13])(=[O:11])=[O:12])=[CH:8][CH:9]=1, predict the reactants needed to synthesize it. The reactants are: [N:1]([C:4]1[CH:9]=[CH:8][C:7]([S:10]([NH2:13])(=[O:12])=[O:11])=[CH:6][CH:5]=1)=[C:2]=[S:3].[F:14][C:15]1[CH:21]=[C:20]([I:22])[CH:19]=[CH:18][C:16]=1[NH2:17]. (3) The reactants are: [N:1]1([CH2:6][CH2:7][CH2:8][N:9]2[CH2:14][CH2:13][CH:12]([CH2:15][NH:16][C:17](=[O:28])[C:18]3[CH:23]=[C:22]([Cl:24])[C:21]([NH2:25])=[CH:20][C:19]=3[O:26][CH3:27])[CH2:11][CH2:10]2)[CH:5]=[CH:4][N:3]=[N:2]1. Given the product [ClH:24].[N:1]1([CH2:6][CH2:7][CH2:8][N:9]2[CH2:10][CH2:11][CH:12]([CH2:15][NH:16][C:17](=[O:28])[C:18]3[CH:23]=[C:22]([Cl:24])[C:21]([NH2:25])=[CH:20][C:19]=3[O:26][CH3:27])[CH2:13][CH2:14]2)[CH:5]=[CH:4][N:3]=[N:2]1, predict the reactants needed to synthesize it. (4) Given the product [NH:28]1[C:29]2[CH:34]=[CH:33][CH:32]=[CH:31][C:30]=2[N:35]=[C:22]1[C:17]1[C:16]2[C:20](=[CH:21][C:13]([C:5]3[CH:6]=[CH:7][C:8]([O:9][CH2:10][O:11][CH3:12])=[C:3]([O:2][CH3:1])[CH:4]=3)=[CH:14][CH:15]=2)[NH:19][N:18]=1, predict the reactants needed to synthesize it. The reactants are: [CH3:1][O:2][C:3]1[CH:4]=[C:5]([C:13]2[CH:21]=[C:20]3[C:16]([C:17]([CH:22]=O)=[N:18][NH:19]3)=[CH:15][CH:14]=2)[CH:6]=[CH:7][C:8]=1[O:9][CH2:10][O:11][CH3:12].C(O)(=O)C.[NH2:28][C:29]1[CH:34]=[CH:33][CH:32]=[CH:31][C:30]=1[NH2:35]. (5) The reactants are: C([Si](C)(C)OCC1C=CC(NC(=O)CCN(C)[C@H]2CC[C@H](OC(C3SC=CC=3)(C3SC=CC=3)C([O-])=O)CC2)=C(Cl)C=1)(C)(C)C.Cl.[OH:46][C:47]([C:80]1[S:81][CH:82]=[CH:83][CH:84]=1)([C:75]1[S:76][CH:77]=[CH:78][CH:79]=1)[C:48]([O:50][C@H:51]1[CH2:56][CH2:55][C@H:54]([N:57]([CH2:59][CH2:60][C:61]([NH:63][C:64]2[CH:69]=[C:68](OC)[C:67]([CH2:72][OH:73])=[CH:66][C:65]=2[Cl:74])=[O:62])[CH3:58])[CH2:53][CH2:52]1)=[O:49]. Given the product [OH:46][C:47]([C:75]1[S:76][CH:77]=[CH:78][CH:79]=1)([C:80]1[S:81][CH:82]=[CH:83][CH:84]=1)[C:48]([O:50][C@H:51]1[CH2:56][CH2:55][C@H:54]([N:57]([CH2:59][CH2:60][C:61]([NH:63][C:64]2[CH:69]=[CH:68][C:67]([CH2:72][OH:73])=[CH:66][C:65]=2[Cl:74])=[O:62])[CH3:58])[CH2:53][CH2:52]1)=[O:49], predict the reactants needed to synthesize it.